Predict the reactants needed to synthesize the given product. From a dataset of Full USPTO retrosynthesis dataset with 1.9M reactions from patents (1976-2016). (1) Given the product [CH2:1]([C:8]1[CH:9]=[N:10][C:11]2[C:16]([C:17]=1[C:18]1[CH:19]=[C:20]([NH:24][CH2:37][C:36]3[CH:35]=[CH:34][C:33]([OH:40])=[C:32]([O:31][CH2:29][CH3:30])[CH:39]=3)[CH:21]=[CH:22][CH:23]=1)=[CH:15][CH:14]=[CH:13][C:12]=2[C:25]([F:28])([F:26])[F:27])[C:2]1[CH:3]=[CH:4][CH:5]=[CH:6][CH:7]=1, predict the reactants needed to synthesize it. The reactants are: [CH2:1]([C:8]1[CH:9]=[N:10][C:11]2[C:16]([C:17]=1[C:18]1[CH:19]=[C:20]([NH2:24])[CH:21]=[CH:22][CH:23]=1)=[CH:15][CH:14]=[CH:13][C:12]=2[C:25]([F:28])([F:27])[F:26])[C:2]1[CH:7]=[CH:6][CH:5]=[CH:4][CH:3]=1.[CH2:29]([O:31][C:32]1[C:33]([OH:40])=[CH:34][CH:35]=[C:36]([CH:39]=1)[CH:37]=O)[CH3:30]. (2) Given the product [Br:40][C:41]1[CH:42]=[C:43]([CH:46]=[CH:47][C:48]=1[CH2:49][N:16]1[CH:17]=[C:13]([CH2:12][CH2:11][CH2:10][CH2:9][O:8][Si:1]([C:4]([CH3:7])([CH3:6])[CH3:5])([CH3:3])[CH3:2])[N:14]=[CH:15]1)[C:44]#[N:45], predict the reactants needed to synthesize it. The reactants are: [Si:1]([O:8][CH2:9][CH2:10][CH2:11][CH2:12][C:13]1[N:14]=[CH:15][N:16](C(C2C=CC=CC=2)(C2C=CC=CC=2)C2C=CC=CC=2)[CH:17]=1)([C:4]([CH3:7])([CH3:6])[CH3:5])([CH3:3])[CH3:2].C(#N)C.[Br:40][C:41]1[CH:42]=[C:43]([CH:46]=[CH:47][C:48]=1[CH2:49]Br)[C:44]#[N:45]. (3) Given the product [CH:19]1([CH:4]2[CH2:3][CH2:2][N:7]([CH2:8][C:9]3[C:14]([Cl:15])=[CH:13][C:12]([O:16][CH3:17])=[CH:11][C:10]=3[Cl:18])[C:5]2=[O:6])[CH2:24][CH2:23][CH2:22][CH2:21][CH2:20]1, predict the reactants needed to synthesize it. The reactants are: Br[CH2:2][CH2:3][CH:4]([CH:19]1[CH2:24][CH2:23][CH2:22][CH2:21][CH2:20]1)[C:5]([NH:7][CH2:8][C:9]1[C:14]([Cl:15])=[CH:13][C:12]([O:16][CH3:17])=[CH:11][C:10]=1[Cl:18])=[O:6].C(N(C(C)C)CC)(C)C. (4) Given the product [CH:36]1([C:39]([N:22]2[CH2:23][C:20]([C:17]3[CH:18]=[CH:19][C:14]([C:11]4[CH2:10][C:9]([C:4]5[CH:5]=[C:6]([Cl:8])[CH:7]=[C:2]([Cl:1])[CH:3]=5)([C:25]([F:27])([F:26])[F:28])[O:13][N:12]=4)=[CH:15][CH:16]=3)([F:24])[CH2:21]2)=[O:40])[CH2:38][CH2:37]1, predict the reactants needed to synthesize it. The reactants are: [Cl:1][C:2]1[CH:3]=[C:4]([C:9]2([C:25]([F:28])([F:27])[F:26])[O:13][N:12]=[C:11]([C:14]3[CH:19]=[CH:18][C:17]([C:20]4([F:24])[CH2:23][NH:22][CH2:21]4)=[CH:16][CH:15]=3)[CH2:10]2)[CH:5]=[C:6]([Cl:8])[CH:7]=1.C(N(CC)CC)C.[CH:36]1([C:39](Cl)=[O:40])[CH2:38][CH2:37]1.O.